This data is from Full USPTO retrosynthesis dataset with 1.9M reactions from patents (1976-2016). The task is: Predict the reactants needed to synthesize the given product. (1) Given the product [CH2:1]([O:3][C:4]([C@@H:6]1[C@H:8]([C:9]2[CH:14]=[CH:13][CH:12]=[CH:11][CH:10]=2)[C@H:7]1[C:15]1[CH:20]=[CH:19][CH:18]=[C:17]([C:26]2[O:22][CH:23]=[N:24][CH:25]=2)[CH:16]=1)=[O:5])[CH3:2], predict the reactants needed to synthesize it. The reactants are: [CH2:1]([O:3][C:4]([C@@H:6]1[C@H:8]([C:9]2[CH:14]=[CH:13][CH:12]=[CH:11][CH:10]=2)[C@H:7]1[C:15]1[CH:20]=[CH:19][CH:18]=[C:17](Br)[CH:16]=1)=[O:5])[CH3:2].[O:22]1[CH:26]=[CH:25][N:24]=[CH:23]1.C([O-])([O-])=O.[K+].[K+].C(O)(=O)C(C)(C)C. (2) Given the product [CH2:1]([N:8]1[CH2:14][CH2:13][C:12]2[CH:15]=[N:16][C:17]([CH2:19][C:20]3[CH:25]=[CH:24][CH:23]=[C:22]([Cl:26])[CH:21]=3)=[N:18][C:11]=2[CH2:10][CH2:9]1)[C:2]1[CH:7]=[CH:6][CH:5]=[CH:4][CH:3]=1, predict the reactants needed to synthesize it. The reactants are: [CH2:1]([N:8]1[CH2:14][CH2:13][C:12]2[C:15](Cl)=[N:16][C:17]([CH2:19][C:20]3[CH:25]=[CH:24][CH:23]=[C:22]([Cl:26])[CH:21]=3)=[N:18][C:11]=2[CH2:10][CH2:9]1)[C:2]1[CH:7]=[CH:6][CH:5]=[CH:4][CH:3]=1.N. (3) Given the product [CH3:11][O:10][C:8]([N:38]1[CH2:39][CH2:40][N:35]([C:31]2[CH:32]=[CH:33][CH:34]=[C:29]([CH2:28][S:25]([CH:24]=[C:22]3[CH2:21][N:20]([CH:19]([C:16]4[CH:15]=[CH:14][C:13]([Cl:12])=[CH:18][CH:17]=4)[C:41]4[CH:46]=[CH:45][C:44]([Cl:47])=[CH:43][CH:42]=4)[CH2:23]3)(=[O:26])=[O:27])[CH:30]=2)[CH2:36][CH2:37]1)=[O:9], predict the reactants needed to synthesize it. The reactants are: N1C=CC=CC=1.Cl[C:8]([O:10][CH3:11])=[O:9].[Cl:12][C:13]1[CH:18]=[CH:17][C:16]([CH:19]([C:41]2[CH:46]=[CH:45][C:44]([Cl:47])=[CH:43][CH:42]=2)[N:20]2[CH2:23][C:22](=[CH:24][S:25]([CH2:28][C:29]3[CH:30]=[C:31]([N:35]4[CH2:40][CH2:39][NH:38][CH2:37][CH2:36]4)[CH:32]=[CH:33][CH:34]=3)(=[O:27])=[O:26])[CH2:21]2)=[CH:15][CH:14]=1. (4) Given the product [N:46]([CH:63]([C:65]1[CH:70]=[CH:69][CH:68]=[C:67]([CH2:71][CH2:72][C:73]2[CH:78]=[C:77]([CH3:79])[CH:76]=[C:75]([N:80]3[C:84]([CH3:85])=[CH:83][CH:82]=[C:81]3[CH3:86])[N:74]=2)[CH:66]=1)[CH2:62][C:60]1[CH:59]=[C:58]([CH3:87])[CH:57]=[C:56]([N:51]2[C:50]([CH3:49])=[CH:54][CH:53]=[C:52]2[CH3:55])[N:61]=1)=[N+:47]=[N-:48], predict the reactants needed to synthesize it. The reactants are: C1(P(C2C=CC=CC=2)C2C=CC=CC=2)C=CC=CC=1.CCOC(/N=N/C(OCC)=O)=O.C1C=CC(P([N:46]=[N+:47]=[N-:48])(C2C=CC=CC=2)=O)=CC=1.[CH3:49][C:50]1[N:51]([C:56]2[N:61]=[C:60]([CH2:62][CH:63]([C:65]3[CH:70]=[CH:69][CH:68]=[C:67]([CH2:71][CH2:72][C:73]4[CH:78]=[C:77]([CH3:79])[CH:76]=[C:75]([N:80]5[C:84]([CH3:85])=[CH:83][CH:82]=[C:81]5[CH3:86])[N:74]=4)[CH:66]=3)O)[CH:59]=[C:58]([CH3:87])[CH:57]=2)[C:52]([CH3:55])=[CH:53][CH:54]=1. (5) The reactants are: [OH:1][C:2]1[CH:3]=[C:4]2[C:9](=[CH:10][CH:11]=1)[CH:8]=[C:7]([C:12]1[CH:17]=[C:16]([C:18]([O:20][CH3:21])=[O:19])[CH:15]=[CH:14][N:13]=1)[CH:6]=[CH:5]2.C(=O)([O-])[O-].[Cs+].[Cs+].Cl[CH2:29][C:30]1[C:31]([C:38]2[C:43]([Cl:44])=[CH:42][CH:41]=[CH:40][C:39]=2[Cl:45])=[N:32][O:33][C:34]=1[CH:35]([CH3:37])[CH3:36].C(OCC)(=O)C. Given the product [Cl:44][C:43]1[CH:42]=[CH:41][CH:40]=[C:39]([Cl:45])[C:38]=1[C:31]1[C:30]([CH2:29][O:1][C:2]2[CH:3]=[C:4]3[C:9](=[CH:10][CH:11]=2)[CH:8]=[C:7]([C:12]2[CH:17]=[C:16]([C:18]([O:20][CH3:21])=[O:19])[CH:15]=[CH:14][N:13]=2)[CH:6]=[CH:5]3)=[C:34]([CH:35]([CH3:37])[CH3:36])[O:33][N:32]=1, predict the reactants needed to synthesize it. (6) Given the product [N+:1]([C:4]1[CH:5]=[C:6]([NH:7][C:16](=[O:17])[O:15][C:12]([CH3:14])([CH3:13])[CH3:11])[CH:8]=[CH:9][CH:10]=1)([O-:3])=[O:2], predict the reactants needed to synthesize it. The reactants are: [N+:1]([C:4]1[CH:5]=[C:6]([CH:8]=[CH:9][CH:10]=1)[NH2:7])([O-:3])=[O:2].[CH3:11][C:12]([O:15][C:16](O[C:16]([O:15][C:12]([CH3:14])([CH3:13])[CH3:11])=[O:17])=[O:17])([CH3:14])[CH3:13]. (7) Given the product [O:32]=[S:2]1(=[O:1])[C:7]2[CH:8]=[CH:9][CH:10]=[CH:11][C:6]=2[NH:5][C:4]([C:12]2[C:13](=[O:31])[N:14]([NH:23][CH:24]3[CH2:29][CH2:28][CH2:27][C@@H:26]([CH3:30])[CH2:25]3)[C:15]3[C:20]([C:21]=2[OH:22])=[CH:19][CH:18]=[CH:17][CH:16]=3)=[N:3]1, predict the reactants needed to synthesize it. The reactants are: [O:1]=[S:2]1(=[O:32])[C:7]2[CH:8]=[CH:9][CH:10]=[CH:11][C:6]=2[NH:5][C:4]([C:12]2[C:13](=[O:31])[N:14]([N:23]=[C:24]3[CH2:29][CH2:28][CH2:27][C@@H:26]([CH3:30])[CH2:25]3)[C:15]3[C:20]([C:21]=2[OH:22])=[CH:19][CH:18]=[CH:17][CH:16]=3)=[N:3]1.CO.[BH4-].[Li+].Cl.